Dataset: Catalyst prediction with 721,799 reactions and 888 catalyst types from USPTO. Task: Predict which catalyst facilitates the given reaction. Reactant: B.C1COCC1.[Cl:7][C:8]1[CH:13]=[CH:12][C:11]([N:14]2[C:29](=O)[C:23]3([CH2:25][CH:24]3[C:26]([O-])=[O:27])[C:18]3=[N:19][N:20]=[C:21]([CH3:22])[N:17]3[C:16]3[CH:31]=[CH:32][CH:33]=[CH:34][C:15]2=3)=[CH:10][CH:9]=1. Product: [Cl:7][C:8]1[CH:9]=[CH:10][C:11]([N:14]2[CH2:29][C:23]3([CH2:25][CH:24]3[CH2:26][OH:27])[C:18]3=[N:19][N:20]=[C:21]([CH3:22])[N:17]3[C:16]3[CH:31]=[CH:32][CH:33]=[CH:34][C:15]2=3)=[CH:12][CH:13]=1. The catalyst class is: 1.